Regression. Given two drug SMILES strings and cell line genomic features, predict the synergy score measuring deviation from expected non-interaction effect. From a dataset of NCI-60 drug combinations with 297,098 pairs across 59 cell lines. (1) Drug 1: CC1CCC2CC(C(=CC=CC=CC(CC(C(=O)C(C(C(=CC(C(=O)CC(OC(=O)C3CCCCN3C(=O)C(=O)C1(O2)O)C(C)CC4CCC(C(C4)OC)OCCO)C)C)O)OC)C)C)C)OC. Drug 2: COC1=C2C(=CC3=C1OC=C3)C=CC(=O)O2. Cell line: COLO 205. Synergy scores: CSS=10.9, Synergy_ZIP=2.95, Synergy_Bliss=4.28, Synergy_Loewe=8.83, Synergy_HSA=2.81. (2) Drug 1: CCC1=CC2CC(C3=C(CN(C2)C1)C4=CC=CC=C4N3)(C5=C(C=C6C(=C5)C78CCN9C7C(C=CC9)(C(C(C8N6C)(C(=O)OC)O)OC(=O)C)CC)OC)C(=O)OC.C(C(C(=O)O)O)(C(=O)O)O. Drug 2: CC1=CC2C(CCC3(C2CCC3(C(=O)C)OC(=O)C)C)C4(C1=CC(=O)CC4)C. Cell line: UACC-257. Synergy scores: CSS=29.6, Synergy_ZIP=4.60, Synergy_Bliss=6.44, Synergy_Loewe=-15.8, Synergy_HSA=4.17. (3) Drug 1: CC1=C2C(C(=O)C3(C(CC4C(C3C(C(C2(C)C)(CC1OC(=O)C(C(C5=CC=CC=C5)NC(=O)OC(C)(C)C)O)O)OC(=O)C6=CC=CC=C6)(CO4)OC(=O)C)OC)C)OC. Drug 2: C1=CC(=CC=C1CCCC(=O)O)N(CCCl)CCCl. Cell line: NCIH23. Synergy scores: CSS=69.0, Synergy_ZIP=-5.76, Synergy_Bliss=-7.93, Synergy_Loewe=-5.32, Synergy_HSA=-2.45. (4) Drug 1: CCCS(=O)(=O)NC1=C(C(=C(C=C1)F)C(=O)C2=CNC3=C2C=C(C=N3)C4=CC=C(C=C4)Cl)F. Drug 2: CCC(=C(C1=CC=CC=C1)C2=CC=C(C=C2)OCCN(C)C)C3=CC=CC=C3.C(C(=O)O)C(CC(=O)O)(C(=O)O)O. Cell line: HCC-2998. Synergy scores: CSS=-8.09, Synergy_ZIP=12.3, Synergy_Bliss=1.66, Synergy_Loewe=-11.6, Synergy_HSA=-10.7. (5) Drug 1: C1=CC(=CC=C1CCCC(=O)O)N(CCCl)CCCl. Drug 2: CCCS(=O)(=O)NC1=C(C(=C(C=C1)F)C(=O)C2=CNC3=C2C=C(C=N3)C4=CC=C(C=C4)Cl)F. Cell line: CAKI-1. Synergy scores: CSS=32.6, Synergy_ZIP=-5.25, Synergy_Bliss=-6.08, Synergy_Loewe=-4.58, Synergy_HSA=-4.03.